Dataset: Reaction yield outcomes from USPTO patents with 853,638 reactions. Task: Predict the reaction yield, written as a fraction of the theoretical maximum amount of product (1.0 means a 100% yield; for example, 0.34 means a 34% yield). (1) The reactants are CN(C=O)C.[CH3:6][C:7]1([CH3:25])[CH2:11][C:10]2[C:12]([CH3:24])=[C:13]([N:18]3[CH2:23][CH2:22][NH:21][CH2:20][CH2:19]3)[C:14]([CH3:17])=[C:15]([CH3:16])[C:9]=2[O:8]1.[Cl:26][C:27]1[N:32]=[C:31]([Cl:33])[CH:30]=[CH:29][N:28]=1.C(N(CC)CC)C. The catalyst is O. The product is [Cl:26][C:27]1[N:32]=[C:31]([N:21]2[CH2:20][CH2:19][N:18]([C:13]3[C:14]([CH3:17])=[C:15]([CH3:16])[C:9]4[O:8][C:7]([CH3:25])([CH3:6])[CH2:11][C:10]=4[C:12]=3[CH3:24])[CH2:23][CH2:22]2)[CH:30]=[CH:29][N:28]=1.[Cl:33][C:31]1[CH:30]=[CH:29][N:28]=[C:27]([N:21]2[CH2:20][CH2:19][N:18]([C:13]3[C:14]([CH3:17])=[C:15]([CH3:16])[C:9]4[O:8][C:7]([CH3:25])([CH3:6])[CH2:11][C:10]=4[C:12]=3[CH3:24])[CH2:23][CH2:22]2)[N:32]=1. The yield is 0.620. (2) The reactants are [H-].[Na+].[O:3]1[C:7]2[CH:8]=[CH:9][CH:10]=[CH:11][C:6]=2[N:5]=[C:4]1[CH2:12][C:13]#[N:14].[Cl:15][C:16]1[N:21]=[C:20](Cl)[CH:19]=[CH:18][N:17]=1.[CH2:23]1COCC1. No catalyst specified. The product is [O:3]1[C:7]2[CH:8]=[CH:9][CH:10]=[CH:11][C:6]=2[NH:5][C:4]1=[C:12]([C:18]1[CH:19]=[C:20]([CH3:23])[N:21]=[C:16]([Cl:15])[N:17]=1)[C:13]#[N:14]. The yield is 0.970.